From a dataset of Forward reaction prediction with 1.9M reactions from USPTO patents (1976-2016). Predict the product of the given reaction. (1) Given the reactants [Cl:1][C:2]1[CH:10]=[CH:9][C:8]([CH3:11])=[CH:7][C:3]=1[C:4]([OH:6])=O.[CH3:12][C:13]1[CH:18]=[CH:17][C:16]([CH:19]([N:22]2[CH2:27][CH2:26][O:25][CH2:24][CH2:23]2)[CH2:20][NH2:21])=[CH:15][CH:14]=1, predict the reaction product. The product is: [Cl:1][C:2]1[CH:10]=[CH:9][C:8]([CH3:11])=[CH:7][C:3]=1[C:4]([NH:21][CH2:20][CH:19]([N:22]1[CH2:23][CH2:24][O:25][CH2:26][CH2:27]1)[C:16]1[CH:15]=[CH:14][C:13]([CH3:12])=[CH:18][CH:17]=1)=[O:6]. (2) Given the reactants [Br:1][C:2]1[CH:7]=[C:6]([C:8]([F:11])([F:10])[F:9])[C:5]([N:12]([CH2:18][C:19]2[CH:24]=[CH:23][C:22]([O:25][CH3:26])=[CH:21][C:20]=2[O:27][CH3:28])[C:13](=[O:17])[O:14][CH2:15][CH3:16])=[C:4]([N+:29]([O-])=O)[CH:3]=1.C(=O)(O)[O-].[Na+].O, predict the reaction product. The product is: [NH2:29][C:4]1[CH:3]=[C:2]([Br:1])[CH:7]=[C:6]([C:8]([F:11])([F:10])[F:9])[C:5]=1[N:12]([CH2:18][C:19]1[CH:24]=[CH:23][C:22]([O:25][CH3:26])=[CH:21][C:20]=1[O:27][CH3:28])[C:13](=[O:17])[O:14][CH2:15][CH3:16]. (3) The product is: [CH3:13][C:14]1[CH:15]=[CH:16][C:17]([C:18]([O:20][C@H:21]2[CH2:25][C@H:24]([N:10]3[C:6]4[N:7]=[CH:8][N:9]=[C:4]([Cl:3])[C:5]=4[CH:12]=[CH:11]3)[O:23][C@@H:22]2[CH2:27][O:28][C:29](=[O:37])[C:30]2[CH:31]=[CH:32][C:33]([CH3:36])=[CH:34][CH:35]=2)=[O:19])=[CH:38][CH:39]=1. Given the reactants [H-].[Na+].[Cl:3][C:4]1[C:5]2[CH:12]=[CH:11][NH:10][C:6]=2[N:7]=[CH:8][N:9]=1.[CH3:13][C:14]1[CH:39]=[CH:38][C:17]([C:18]([O:20][C@H:21]2[CH2:25][C@@H:24](Cl)[O:23][C@@H:22]2[CH2:27][O:28][C:29](=[O:37])[C:30]2[CH:35]=[CH:34][C:33]([CH3:36])=[CH:32][CH:31]=2)=[O:19])=[CH:16][CH:15]=1, predict the reaction product. (4) Given the reactants Cl[C:2]1[CH:7]=[C:6]([O:8][CH:9]([C:14]2[CH:19]=[CH:18][CH:17]=[CH:16][C:15]=2[C:20]([F:23])([F:22])[F:21])[C:10]([F:13])([F:12])[F:11])[N:5]=[C:4]([NH2:24])[N:3]=1.B([C:28]1[CH:39]=[CH:38][C:31]([CH2:32][C@@H:33]([C:35]([OH:37])=[O:36])[NH2:34])=[CH:30][CH:29]=1)(O)O.C(#N)C.C(=O)([O-])[O-].[Na+].[Na+], predict the reaction product. The product is: [NH2:34][CH:33]([CH2:32][C:31]1[CH:38]=[CH:39][C:28]([C:2]2[CH:7]=[C:6]([O:8][CH:9]([C:14]3[CH:19]=[CH:18][CH:17]=[CH:16][C:15]=3[C:20]([F:23])([F:22])[F:21])[C:10]([F:13])([F:12])[F:11])[N:5]=[C:4]([NH2:24])[N:3]=2)=[CH:29][CH:30]=1)[C:35]([OH:37])=[O:36]. (5) Given the reactants [C:1]([O:5][C:6]([NH:8][C:9]1[CH:10]=[N:11][CH:12]=[CH:13][C:14]=1B(O)O)=[O:7])([CH3:4])([CH3:3])[CH3:2].Br[C:19]1[C:20]2[O:29][C:28]([CH2:30][N:31]3[CH2:36][CH2:35][N:34]([S:37]([CH3:40])(=[O:39])=[O:38])[CH2:33][CH2:32]3)=[CH:27][C:21]=2[C:22](=[O:26])[N:23]([CH3:25])[CH:24]=1.IC1C(=O)N(C)C=C(I)C=1OC.C(=O)([O-])[O-].[Na+].[Na+], predict the reaction product. The product is: [C:1]([O:5][C:6](=[O:7])[NH:8][C:9]1[CH:10]=[N:11][CH:12]=[CH:13][C:14]=1[C:19]1[C:20]2[O:29][C:28]([CH2:30][N:31]3[CH2:36][CH2:35][N:34]([S:37]([CH3:40])(=[O:38])=[O:39])[CH2:33][CH2:32]3)=[CH:27][C:21]=2[C:22](=[O:26])[N:23]([CH3:25])[CH:24]=1)([CH3:4])([CH3:3])[CH3:2]. (6) The product is: [Cl:28][C:35]1[CH:30]=[CH:31][C:32]([N+:38]([O-:40])=[O:39])=[C:33]([N:36]=[N:37][C:11]2[CH:12]=[C:13]([C:15]([C:18]3[CH:19]=[CH:20][C:21]([Cl:24])=[CH:22][CH:23]=3)([CH3:16])[CH3:17])[CH:14]=[C:9]([C:6]([C:5]3[CH:26]=[CH:27][C:2]([Cl:1])=[CH:3][CH:4]=3)([CH3:8])[CH3:7])[C:10]=2[OH:25])[CH:34]=1. Given the reactants [Cl:1][C:2]1[CH:27]=[CH:26][C:5]([C:6]([C:9]2[CH:14]=[C:13]([C:15]([C:18]3[CH:23]=[CH:22][C:21]([Cl:24])=[CH:20][CH:19]=3)([CH3:17])[CH3:16])[CH:12]=[CH:11][C:10]=2[OH:25])([CH3:8])[CH3:7])=[CH:4][CH:3]=1.[Cl-:28].Cl[C:30]1[CH:35]=[CH:34][C:33]([N+:36]#[N:37])=[C:32]([N+:38]([O-:40])=[O:39])[CH:31]=1, predict the reaction product.